Dataset: Reaction yield outcomes from USPTO patents with 853,638 reactions. Task: Predict the reaction yield, written as a fraction of the theoretical maximum amount of product (1.0 means a 100% yield; for example, 0.34 means a 34% yield). The reactants are Cl.[CH3:2][O:3][C:4]1[CH:5]=[C:6]([NH:10][NH2:11])[CH:7]=[CH:8][CH:9]=1.[C:12]([CH2:20][C:21]#[N:22])(=O)[C:13]1[CH:18]=[CH:17][CH:16]=[CH:15][CH:14]=1. The catalyst is C1(C)C=CC=CC=1. The product is [CH3:2][O:3][C:4]1[CH:5]=[C:6]([N:10]2[C:21]([NH2:22])=[CH:20][C:12]([C:13]3[CH:18]=[CH:17][CH:16]=[CH:15][CH:14]=3)=[N:11]2)[CH:7]=[CH:8][CH:9]=1. The yield is 0.790.